From a dataset of Experimentally validated miRNA-target interactions with 360,000+ pairs, plus equal number of negative samples. Binary Classification. Given a miRNA mature sequence and a target amino acid sequence, predict their likelihood of interaction. (1) The miRNA is hsa-miR-6886-3p with sequence UGCCCUUCUCUCCUCCUGCCU. The protein sequence of the target gene is MASLVPLKEKKLMEVKLGELPSWIMMRDFTPSGIAGAFRRGYDRYYNKYINVRKGSISGISMVLAAYVVFSYCISYKELKHERRRKYH. Result: 0 (no interaction). (2) The miRNA is hsa-miR-1288-5p with sequence GCAGAUCAGGACUGUAACUCACC. Result: 0 (no interaction). The protein sequence of the target gene is MPFLGQDWRSPGWSWIKTEDGWKRCDPCSHELRSEDSQYTINHSIILNSGEEEIFNNECEYAAKKRKKEHFGNDTAAHSFYREKWIYVHKESTKERHGYCTLGEAFNRLDFSSAIQDIRRFTYVVKLLQLIAKSQLTSLSGVAQKNYFNILDKIVQKVLDDHQNPRLIKGLLQDLSSTLGILVRGVGKSVLVGNINIWICRLETVLSWQQQLQNLQVTKQVNTGLTLSDLPLHMLNNILYRFSDGWDIVTLGQVTPTLYMLSEDRRLWKRLCQYHFAEQQFCRHLILSEKGHIEWKLMYF.... (3) The miRNA is hsa-miR-605-3p with sequence AGAAGGCACUAUGAGAUUUAGA. The protein sequence of the target gene is MAAESALQVVEKLQARLAANPDPKKLLKYLKKLSILPITVDILVETGVGKTVNSFRKHEQVGNFARDLVAQWKKLVPVERNSEAEDQDFEKNNSRKRPRDALQREEELEGNYQESWKPSGSRSYSPEHRQKKHKKLSEPERPHKVAHSHEKRDERKRCHKVSPPYSSDPESSDYGHVQSPPPSSPHQMYTDLSRSPEEDQEPIISHQKPGKVHSNTFQDRLGVSHLGEQGKGAVSHHKQHRSSHKEKHPADAREDEKISAVSREKSHKASSKEESRRLLSGDSAKEKLPSSVVKKDKDRE.... Result: 0 (no interaction). (4) The miRNA is hsa-miR-143-5p with sequence GGUGCAGUGCUGCAUCUCUGGU. The protein sequence of the target gene is MVMADGPRHLQRGPVRVGFYDIEGTLGKGNFAVVKLGRHRITKTEVAIKIIDKSQLDAVNLEKIYREVQIMKMLDHPHIIKLYQVMETKSMLYLVTEYAKNGEIFDYLANHGRLNESEARRKFWQILSAVDYCHGRKIVHRDLKAENLLLDNNMNIKIADFGFGNFFKSGELLATWCGSPPYAAPEVFEGQQYEGPQLDIWSMGVVLYVLVCGALPFDGPTLPILRQRVLEGRFRIPYFMSEDCEHLIRRMLVLDPSKRLTIAQIKEHKWMLIEVPVQRPVLYPQEQENEPSIGEFNEQV.... Result: 1 (interaction). (5) The miRNA is hsa-miR-19a-3p with sequence UGUGCAAAUCUAUGCAAAACUGA. The protein sequence of the target gene is MAEESSCTRDCMSFSVLNWDQVSRLHEVLTEVVPIHGRGNFPTLEITLKDIVQTVRSRLEEAGIKVHDVRLNGSAAGHVLVKDNGLGCKDLDLIFHVALPTEAEFQLVRDVVLCSLLNFLPEGVNKLKISPVTLKEAYVQKLVKVCTDTDRWSLISLSNKNGKNVELKFVDSIRRQFEFSVDSFQIILDSLLFFYDCSNNPISEHFHPTVIGESMYGDFEEAFDHLQNRLIATKNPEEIRGGGLLKYSNLLVRDFRPTDQEEIKTLERYMCSRFFIDFPDILEQQRKLETYLQNHFAEEE.... Result: 1 (interaction).